Task: Predict the reactants needed to synthesize the given product.. Dataset: Full USPTO retrosynthesis dataset with 1.9M reactions from patents (1976-2016) (1) Given the product [N:1]1[N:2]=[C:3]([C:10]2[CH:19]=[CH:18][C:17]3[C:12](=[C:13]([O:20][CH2:37][C:35]([C@@H:38]4[CH2:42][O:41][C:40]([CH3:44])([CH3:43])[O:39]4)([CH3:34])[CH3:36])[CH:14]=[CH:15][CH:16]=3)[N:11]=2)[N:4]2[CH:9]=[CH:8][CH:7]=[CH:6][C:5]=12, predict the reactants needed to synthesize it. The reactants are: [N:1]1[N:2]=[C:3]([C:10]2[CH:19]=[CH:18][C:17]3[C:12](=[C:13]([OH:20])[CH:14]=[CH:15][CH:16]=3)[N:11]=2)[N:4]2[CH:9]=[CH:8][CH:7]=[CH:6][C:5]=12.[N+](C1C=CC(S(O[CH2:34][C:35]([C@@H:38]2[CH2:42][O:41][C:40]([CH3:44])([CH3:43])[O:39]2)([CH3:37])[CH3:36])(=O)=O)=CC=1)([O-])=O.C(=O)([O-])[O-].[Cs+].[Cs+].CN(C)C(=O)C. (2) Given the product [Cl:24][C:18]1[C:19]([Cl:23])=[CH:20][CH:21]=[CH:22][C:17]=1[C:15]([N:42]1[CH2:43][CH2:44][N:39]([C:28]2[CH:29]=[C:30]([N:33]3[CH2:38][CH2:37][O:36][CH2:35][CH2:34]3)[CH:31]=[CH:32][C:27]=2[CH3:26])[C:40](=[O:45])[CH2:41]1)=[O:16], predict the reactants needed to synthesize it. The reactants are: ClC1C=C(F)C=CC=1N1CCN([C:15]([C:17]2[CH:22]=[CH:21][CH:20]=[C:19]([Cl:23])[C:18]=2[Cl:24])=[O:16])CC1=O.[CH3:26][C:27]1[CH:32]=[CH:31][C:30]([N:33]2[CH2:38][CH2:37][O:36][CH2:35][CH2:34]2)=[CH:29][C:28]=1[N:39]1[CH2:44][CH2:43][NH:42][CH2:41][C:40]1=[O:45].